This data is from Peptide-MHC class II binding affinity with 134,281 pairs from IEDB. The task is: Regression. Given a peptide amino acid sequence and an MHC pseudo amino acid sequence, predict their binding affinity value. This is MHC class II binding data. (1) The peptide sequence is GTKTPVSPGEMRLRD. The MHC is DRB1_0701 with pseudo-sequence DRB1_0701. The binding affinity (normalized) is 0.189. (2) The peptide sequence is QDPKNVYQRGTHPFS. The MHC is DRB4_0103 with pseudo-sequence DRB4_0103. The binding affinity (normalized) is 0.558. (3) The peptide sequence is YFKFLANVSTVLTGK. The MHC is DRB1_1602 with pseudo-sequence DRB1_1602. The binding affinity (normalized) is 0.879.